Dataset: Catalyst prediction with 721,799 reactions and 888 catalyst types from USPTO. Task: Predict which catalyst facilitates the given reaction. (1) Reactant: [CH3:1][O:2][C:3]1[CH:8]=[CH:7][C:6]([C:9]2[O:10][C:11]([CH3:18])=[C:12]([CH2:14][CH2:15][CH2:16][OH:17])[N:13]=2)=[CH:5][CH:4]=1.O[C:20]1[C:29]2[C:24](=[CH:25][CH:26]=[CH:27][CH:28]=2)[C:23]([CH:30]=[O:31])=[CH:22][CH:21]=1.C1(P(C2C=CC=CC=2)C2C=CC=CC=2)C=CC=CC=1.CC(OC(/N=N/C(OC(C)C)=O)=O)C. Product: [CH3:1][O:2][C:3]1[CH:4]=[CH:5][C:6]([C:9]2[O:10][C:11]([CH3:18])=[C:12]([CH2:14][CH2:15][CH2:16][O:17][C:20]3[C:29]4[C:24](=[CH:25][CH:26]=[CH:27][CH:28]=4)[C:23]([CH:30]=[O:31])=[CH:22][CH:21]=3)[N:13]=2)=[CH:7][CH:8]=1. The catalyst class is: 11. (2) Reactant: [H-].[Na+].[NH2:3][C:4]1[O:8][N:7]=[C:6]([CH3:9])[C:5]=1[Cl:10].C[O:12][C:13]([C:15]1[S:16][CH:17]=[CH:18][C:19]=1[S:20](Cl)(=[O:22])=[O:21])=[O:14]. Product: [Cl:10][C:5]1[C:6]([CH3:9])=[N:7][O:8][C:4]=1[NH:3][S:20]([C:19]1[CH:18]=[CH:17][S:16][C:15]=1[C:13]([OH:14])=[O:12])(=[O:21])=[O:22]. The catalyst class is: 7.